From a dataset of Catalyst prediction with 721,799 reactions and 888 catalyst types from USPTO. Predict which catalyst facilitates the given reaction. (1) Reactant: [NH2:1][C:2]1[CH:3]=[C:4]([N:8]2[CH2:12][CH:11]([C:13]3[CH:18]=[CH:17][C:16]([O:19][CH3:20])=[C:15]([O:21][CH:22]4[CH2:26][CH2:25][CH2:24][CH2:23]4)[CH:14]=3)[CH2:10][C:9]2=[O:27])[CH:5]=[CH:6][CH:7]=1.[C:28]1([N:34]=[C:35]=[O:36])[CH:33]=[CH:32][CH:31]=[CH:30][CH:29]=1. Product: [CH:22]1([O:21][C:15]2[CH:14]=[C:13]([CH:11]3[CH2:12][N:8]([C:4]4[CH:3]=[C:2]([NH:1][C:35]([NH:34][C:28]5[CH:33]=[CH:32][CH:31]=[CH:30][CH:29]=5)=[O:36])[CH:7]=[CH:6][CH:5]=4)[C:9](=[O:27])[CH2:10]3)[CH:18]=[CH:17][C:16]=2[O:19][CH3:20])[CH2:26][CH2:25][CH2:24][CH2:23]1. The catalyst class is: 2. (2) Reactant: C(N(C(C)C)CC)(C)C.[Cl:10][C:11]1[CH:18]=[CH:17][CH:16]=[CH:15][C:12]=1[CH2:13][NH2:14].[O:19]=[C:20]1[C:24]([C:25]2[CH:30]=[CH:29][C:28]([C:31]([F:34])([F:33])[F:32])=[CH:27][CH:26]=2)=[N:23][C:22]2([CH2:38][CH2:37][CH2:36][CH2:35]2)[N:21]1[CH2:39][C:40](O)=[O:41].CN(C(ON1N=NC2C=CC=NC1=2)=[N+](C)C)C.F[P-](F)(F)(F)(F)F. Product: [Cl:10][C:11]1[CH:18]=[CH:17][CH:16]=[CH:15][C:12]=1[CH2:13][NH:14][C:40](=[O:41])[CH2:39][N:21]1[C:22]2([CH2:35][CH2:36][CH2:37][CH2:38]2)[N:23]=[C:24]([C:25]2[CH:30]=[CH:29][C:28]([C:31]([F:32])([F:33])[F:34])=[CH:27][CH:26]=2)[C:20]1=[O:19]. The catalyst class is: 2. (3) Reactant: [NH2:1][S:2]([C:5]1[S:9][C:8]([NH:10][C:11](=[O:13])[CH3:12])=[N:7][C:6]=1[CH3:14])(=[O:4])=[O:3].C1(P(C2CCCCC2)C2C=CC=CC=2C2C(C(C)C)=CC(C(C)C)=CC=2C(C)C)CCCCC1.C(=O)([O-])[O-].[Cs+].[Cs+].Cl[C:56]1[CH:61]=[C:60]([O:62][CH3:63])[N:59]=[C:58]([S:64][CH2:65][C:66]2[CH:71]=[CH:70][CH:69]=[C:68]([F:72])[C:67]=2[F:73])[N:57]=1. Product: [F:73][C:67]1[C:68]([F:72])=[CH:69][CH:70]=[CH:71][C:66]=1[CH2:65][S:64][C:58]1[N:57]=[C:56]([NH:1][S:2]([C:5]2[S:9][C:8]([NH:10][C:11](=[O:13])[CH3:12])=[N:7][C:6]=2[CH3:14])(=[O:3])=[O:4])[CH:61]=[C:60]([O:62][CH3:63])[N:59]=1. The catalyst class is: 62. (4) Reactant: C1N=CN([C:6](N2C=NC=C2)=[O:7])C=1.[F:13][C:14]1[C:19]2[CH:20]=[CH:21][O:22][C:18]=2[C:17]([NH2:23])=[C:16]([NH:24][C:25]2[CH:30]=[CH:29][C:28]([I:31])=[CH:27][C:26]=2[F:32])[C:15]=1[F:33].C(OCC)(=O)C. Product: [F:33][C:15]1[C:16]2[N:24]([C:25]3[CH:30]=[CH:29][C:28]([I:31])=[CH:27][C:26]=3[F:32])[C:6](=[O:7])[NH:23][C:17]=2[C:18]2[O:22][CH:21]=[CH:20][C:19]=2[C:14]=1[F:13]. The catalyst class is: 635.